Binary Classification. Given a drug SMILES string, predict its activity (active/inactive) in a high-throughput screening assay against a specified biological target. From a dataset of M1 muscarinic receptor agonist screen with 61,833 compounds. (1) The molecule is s1c(c(n(CCOc2ccccc2)c1=S)C)C(O)=O. The result is 0 (inactive). (2) The molecule is O=C(N1CCN(CC1)CC)c1n(c2nc3n(c(=O)c2c1)cccc3)Cc1ccccc1. The result is 0 (inactive). (3) The compound is S(c1n(c(nn1)C(NC(=O)c1ccc(OC)cc1)C)CC)CC(=O)c1ccc(OC)cc1. The result is 0 (inactive). (4) The molecule is OC(=O)c1c(Nc2c(c(ccc2)C)C)cccc1. The result is 0 (inactive). (5) The compound is O(c1cc(C=2N=c3n([nH]cn3)C(c3ccc(cc3)C)C2)ccc1)C. The result is 1 (active).